From a dataset of Forward reaction prediction with 1.9M reactions from USPTO patents (1976-2016). Predict the product of the given reaction. (1) Given the reactants [NH2:1][C@H:2]([C:7]([O-:9])=[O:8])[CH2:3][C:4]([OH:6])=[O:5].[Na+:10].N[C@H:12]([C:17]([O-])=[O:18])[CH2:13][C:14](O)=[O:15].[NH4+:20], predict the reaction product. The product is: [NH2:1][C@H:2]([C:7]([O-:9])=[O:8])[CH2:3][C:4]([O-:6])=[O:5].[Na+:10].[Na+:10].[C:17]1(=[O:18])[NH:20][C:14](=[O:15])[CH2:13][CH2:12]1. (2) Given the reactants [C:1]([CH2:7][C:8]#[N:9])(=O)[C:2]([CH3:5])([CH3:4])[CH3:3].[ClH:10].[C:11]1([CH3:19])[CH:16]=[CH:15][C:14]([NH:17][NH2:18])=[CH:13][CH:12]=1.CCCCCCC, predict the reaction product. The product is: [ClH:10].[NH2:9][C:8]1[N:17]([C:14]2[CH:15]=[CH:16][C:11]([CH3:19])=[CH:12][CH:13]=2)[N:18]=[C:1]([C:2]([CH3:5])([CH3:4])[CH3:3])[CH:7]=1. (3) Given the reactants [OH-].[Na+].[Cl:3][C:4]1[CH:5]=[C:6]([CH:24]=[CH:25][C:26]=1[NH:27][C:28]([NH:30][CH:31]1[CH2:33][CH2:32]1)=[O:29])[O:7][C:8]1[C:17]2[C:12](=[CH:13][C:14]([O:22][CH3:23])=[C:15]([C:18]([O:20]C)=[O:19])[CH:16]=2)[N:11]=[CH:10][CH:9]=1.Cl, predict the reaction product. The product is: [Cl:3][C:4]1[CH:5]=[C:6]([CH:24]=[CH:25][C:26]=1[NH:27][C:28]([NH:30][CH:31]1[CH2:33][CH2:32]1)=[O:29])[O:7][C:8]1[C:17]2[C:12](=[CH:13][C:14]([O:22][CH3:23])=[C:15]([C:18]([OH:20])=[O:19])[CH:16]=2)[N:11]=[CH:10][CH:9]=1. (4) The product is: [Si:33]([O:40][CH2:41][CH2:42][N:43]([C@H:51]1[C:59]2[C:54](=[C:55]([C:60]3[N:63]=[C:16]([C:9]4[S:10][C:11]([C:12]([F:13])([F:14])[F:15])=[C:7]([C:1]5[CH:2]=[CH:3][CH:4]=[CH:5][CH:6]=5)[CH:8]=4)[O:18][N:61]=3)[CH:56]=[CH:57][CH:58]=2)[CH2:53][CH2:52]1)[C:44](=[O:50])[O:45][C:46]([CH3:49])([CH3:48])[CH3:47])([C:36]([CH3:37])([CH3:38])[CH3:39])([CH3:35])[CH3:34]. Given the reactants [C:1]1([C:7]2[CH:8]=[C:9]([C:16]([OH:18])=O)[S:10][C:11]=2[C:12]([F:15])([F:14])[F:13])[CH:6]=[CH:5][CH:4]=[CH:3][CH:2]=1.C1C=CC2N(O)N=NC=2C=1.C(Cl)CCl.[Si:33]([O:40][CH2:41][CH2:42][N:43]([C@H:51]1[C:59]2[C:54](=[C:55]([C:60](=[NH:63])[NH:61]O)[CH:56]=[CH:57][CH:58]=2)[CH2:53][CH2:52]1)[C:44](=[O:50])[O:45][C:46]([CH3:49])([CH3:48])[CH3:47])([C:36]([CH3:39])([CH3:38])[CH3:37])([CH3:35])[CH3:34], predict the reaction product. (5) Given the reactants [C:1]([O-:14])(=O)[CH2:2][CH2:3][CH2:4][CH2:5][CH2:6]CCCCCC.[CH2:15]([Sn+2]CCCC)CCC.[C:24]([O-:37])(=[O:36])[CH2:25]CCCCCCCCCC.C([C:42]1[C:47]([OH:48])=[C:46](C(C)(C)C)[CH:45]=[C:44]([CH3:53])[CH:43]=1)(C)(C)C.[C:54]([O:59][CH2:60][CH2:61][N:62]=[C:63]=[O:64])(=[O:58])[C:55]([CH3:57])=[CH2:56], predict the reaction product. The product is: [CH3:15][O:37][C:24](=[O:36])[CH:25]=[CH:53][C:44]1[CH:43]=[CH:42][C:47]([O:48][CH2:6][CH2:5][CH2:4][CH2:3][CH2:2][CH2:1][O:14][C:63]([NH:62][CH2:61][CH2:60][O:59][C:54](=[O:58])[C:55]([CH3:57])=[CH2:56])=[O:64])=[CH:46][CH:45]=1. (6) Given the reactants N1C=CN=C1.[CH3:6][C:7]([Si:10](Cl)([C:17]1[CH:22]=[CH:21][CH:20]=[CH:19][CH:18]=1)[C:11]1[CH:16]=[CH:15][CH:14]=[CH:13][CH:12]=1)([CH3:9])[CH3:8].Cl.C([O-])([O-])=O.[K+].[K+].[OH:31][CH2:32][C@@H:33]([NH:38][C:39]([O:41][CH2:42][C:43]1[CH:48]=[CH:47][CH:46]=[CH:45][CH:44]=1)=[O:40])[CH2:34][C:35]([OH:37])=[O:36], predict the reaction product. The product is: [CH3:6][C:7]([Si:10]([C:17]1[CH:22]=[CH:21][CH:20]=[CH:19][CH:18]=1)([C:11]1[CH:16]=[CH:15][CH:14]=[CH:13][CH:12]=1)[O:31][CH2:32][C@@H:33]([NH:38][C:39]([O:41][CH2:42][C:43]1[CH:44]=[CH:45][CH:46]=[CH:47][CH:48]=1)=[O:40])[CH2:34][C:35]([OH:37])=[O:36])([CH3:9])[CH3:8]. (7) Given the reactants [CH3:1][O:2][CH:3]([O:27][CH3:28])[CH2:4][N:5]1[C:9]2[N:10]=[C:11]([C:20]3[CH:26]=[CH:25][C:23]([NH2:24])=[CH:22][CH:21]=3)[N:12]=[C:13]([N:14]3[CH2:19][CH2:18][O:17][CH2:16][CH2:15]3)[C:8]=2[CH:7]=[CH:6]1.CCN(CC)CC.ClC(Cl)(O[C:40](=[O:46])OC(Cl)(Cl)Cl)Cl.[NH2:48][C:49]1[CH:54]=[CH:53][N:52]=[CH:51][CH:50]=1, predict the reaction product. The product is: [CH3:28][O:27][CH:3]([O:2][CH3:1])[CH2:4][N:5]1[C:9]2[N:10]=[C:11]([C:20]3[CH:26]=[CH:25][C:23]([NH:24][C:40]([NH:48][C:49]4[CH:54]=[CH:53][N:52]=[CH:51][CH:50]=4)=[O:46])=[CH:22][CH:21]=3)[N:12]=[C:13]([N:14]3[CH2:19][CH2:18][O:17][CH2:16][CH2:15]3)[C:8]=2[CH:7]=[CH:6]1. (8) Given the reactants B(Br)(Br)Br.[Cl:5][C:6]1[N:11]=[C:10]([O:12]C)[C:9]([NH:14][S:15]([CH2:18][C:19]2[CH:24]=[C:23]([Cl:25])[CH:22]=[C:21]([Cl:26])[CH:20]=2)(=[O:17])=[O:16])=[CH:8][N:7]=1, predict the reaction product. The product is: [Cl:5][C:6]1[N:11]=[C:10]([OH:12])[C:9]([NH:14][S:15]([CH2:18][C:19]2[CH:20]=[C:21]([Cl:26])[CH:22]=[C:23]([Cl:25])[CH:24]=2)(=[O:17])=[O:16])=[CH:8][N:7]=1. (9) Given the reactants [Cl:1][C:2]1[CH:7]=[CH:6][C:5]([C@@:8]2([O:19][CH3:20])[C@H:13]([OH:14])[C@@H:12]([OH:15])[C@H:11]([OH:16])[C@@H:10]([CH2:17][OH:18])[O:9]2)=[CH:4][C:3]=1[CH2:21][C:22]1[CH:27]=[CH:26][C:25]([O:28][C:29]([F:32])([F:31])[F:30])=[CH:24][CH:23]=1.[CH3:33][C:34]([Si:37](Cl)([CH3:39])[CH3:38])([CH3:36])[CH3:35], predict the reaction product. The product is: [Si:37]([O:18][CH2:17][C@H:10]1[O:9][C@:8]([C:5]2[CH:6]=[CH:7][C:2]([Cl:1])=[C:3]([CH2:21][C:22]3[CH:27]=[CH:26][C:25]([O:28][C:29]([F:32])([F:30])[F:31])=[CH:24][CH:23]=3)[CH:4]=2)([O:19][CH3:20])[C@H:13]([OH:14])[C@@H:12]([OH:15])[C@@H:11]1[OH:16])([C:34]([CH3:36])([CH3:35])[CH3:33])([CH3:39])[CH3:38]. (10) Given the reactants [CH:1]([C:3]1[CH:11]=[C:10]2[C:6]([CH:7]=[CH:8][N:9]2[C:12]2[CH:17]=[CH:16][C:15]([O:18][CH3:19])=[C:14]([F:20])[CH:13]=2)=[C:5]([O:21][CH3:22])[CH:4]=1)=[CH2:2], predict the reaction product. The product is: [CH2:1]([C:3]1[CH:11]=[C:10]2[C:6]([CH:7]=[CH:8][N:9]2[C:12]2[CH:17]=[CH:16][C:15]([O:18][CH3:19])=[C:14]([F:20])[CH:13]=2)=[C:5]([O:21][CH3:22])[CH:4]=1)[CH3:2].